From a dataset of Reaction yield outcomes from USPTO patents with 853,638 reactions. Predict the reaction yield, written as a fraction of the theoretical maximum amount of product (1.0 means a 100% yield; for example, 0.34 means a 34% yield). (1) The reactants are [CH3:1][C:2]1[CH:3]=[C:4]([C:7]2[CH:8]=[N:9][NH:10][C:11]=2[NH2:12])[NH:5][N:6]=1.[Cl:13][C:14]1[CH:19]=[CH:18][C:17]([C:20](=O)[CH2:21][C:22](OCC)=[O:23])=[CH:16][C:15]=1[O:28][CH3:29].CC1C=CC(S(O)(=O)=O)=CC=1. The catalyst is CCCCO. The product is [Cl:13][C:14]1[CH:19]=[CH:18][C:17]([C:20]2[NH:12][C:11]3[N:10]([N:9]=[CH:8][C:7]=3[C:4]3[NH:5][N:6]=[C:2]([CH3:1])[CH:3]=3)[C:22](=[O:23])[CH:21]=2)=[CH:16][C:15]=1[O:28][CH3:29]. The yield is 0.610. (2) The reactants are I[C:2]1[CH:3]=[CH:4][C:5]2[N:6]([CH:8]=[C:9]([NH:11][C:12]([CH:14]3[CH2:16][CH2:15]3)=[O:13])[N:10]=2)[N:7]=1.[NH2:17][C:18]1[CH:19]=[C:20]([OH:25])[CH:21]=[CH:22][C:23]=1[F:24].C(=O)([O-])[O-].[K+].[K+].CN(C)C=O. The catalyst is [Cl-].[Na+].O.O1CCCC1.C(OCC)(=O)C. The product is [NH2:17][C:18]1[CH:19]=[C:20]([CH:21]=[CH:22][C:23]=1[F:24])[O:25][C:2]1[CH:3]=[CH:4][C:5]2[N:6]([CH:8]=[C:9]([NH:11][C:12]([CH:14]3[CH2:16][CH2:15]3)=[O:13])[N:10]=2)[N:7]=1. The yield is 0.730.